This data is from Forward reaction prediction with 1.9M reactions from USPTO patents (1976-2016). The task is: Predict the product of the given reaction. The product is: [O:38]1[C:39]2[C:34](=[CH:33][C:32]([C:12]3[N:11]=[C:10]([C@@H:8]4[NH:7][CH2:6][C@H:5]([OH:4])[CH2:9]4)[N:14]4[C:15]5[CH:21]=[CH:20][N:19]([S:22]([C:25]6[CH:31]=[CH:30][C:28]([CH3:29])=[CH:27][CH:26]=6)(=[O:24])=[O:23])[C:16]=5[N:17]=[CH:18][C:13]=34)=[CH:41][CH:40]=2)[CH2:35][CH2:36][CH2:37]1. Given the reactants C([O:4][C@@H:5]1[CH2:9][C@H:8]([C:10]2[N:14]3[C:15]4[CH:21]=[CH:20][N:19]([S:22]([C:25]5[CH:31]=[CH:30][C:28]([CH3:29])=[CH:27][CH:26]=5)(=[O:24])=[O:23])[C:16]=4[N:17]=[CH:18][C:13]3=[C:12]([C:32]3[CH:33]=[C:34]4[C:39](=[CH:40][CH:41]=3)[O:38][CH2:37][CH2:36][CH2:35]4)[N:11]=2)[N:7](C(=O)C)[CH2:6]1)(=O)C.Cl.C([O-])(O)=O.[Na+], predict the reaction product.